This data is from Forward reaction prediction with 1.9M reactions from USPTO patents (1976-2016). The task is: Predict the product of the given reaction. (1) Given the reactants [F:1][C:2]1[CH:7]=[CH:6][C:5]([CH3:8])=[CH:4][C:3]=1[NH:9][C:10]([NH:12][C:13]1[CH:33]=[CH:32][C:16]([O:17][C:18]2[CH:23]=[CH:22][N:21]=[C:20]([C:24]3[NH:28][CH:27]=[C:26]([C:29](O)=[O:30])[CH:25]=3)[CH:19]=2)=[CH:15][CH:14]=1)=[O:11].CN(C(ON1N=NC2C=CC=NC1=2)=[N+](C)C)C.F[P-](F)(F)(F)(F)F.C(N(CC)C(C)C)(C)C.[NH:67]1[CH2:71][CH2:70][C@@H:69]([OH:72])[CH2:68]1.Cl, predict the reaction product. The product is: [F:1][C:2]1[CH:7]=[CH:6][C:5]([CH3:8])=[CH:4][C:3]=1[NH:9][C:10]([NH:12][C:13]1[CH:33]=[CH:32][C:16]([O:17][C:18]2[CH:23]=[CH:22][N:21]=[C:20]([C:24]3[NH:28][CH:27]=[C:26]([C:29]([N:67]4[CH2:71][CH2:70][C@@H:69]([OH:72])[CH2:68]4)=[O:30])[CH:25]=3)[CH:19]=2)=[CH:15][CH:14]=1)=[O:11]. (2) Given the reactants [CH2:1]([O:8][C:9]1[CH:13]=[C:12]([CH3:14])[N:11]([C:15]2[CH:20]=[CH:19][CH:18]=[CH:17][CH:16]=2)[N:10]=1)[C:2]1[CH:7]=[CH:6][CH:5]=[CH:4][CH:3]=1.P(Cl)(Cl)(Cl)=O.[OH-].[Na+].CN(C)[CH:30]=[O:31], predict the reaction product. The product is: [CH2:1]([O:8][C:9]1[C:13]([CH:30]=[O:31])=[C:12]([CH3:14])[N:11]([C:15]2[CH:20]=[CH:19][CH:18]=[CH:17][CH:16]=2)[N:10]=1)[C:2]1[CH:3]=[CH:4][CH:5]=[CH:6][CH:7]=1. (3) Given the reactants FC1C=CC([NH:8][C:9]([C:11]2([C:14](Cl)=[O:15])[CH2:13][CH2:12]2)=[O:10])=CC=1.C([N:19](CC)CC)C, predict the reaction product. The product is: [C:11]1([C:14]([NH2:19])=[O:15])([C:9]([NH2:8])=[O:10])[CH2:13][CH2:12]1. (4) The product is: [F:77][C:74]1[CH:73]=[CH:72][C:71]([CH2:70][NH:69][C:68]([C:62]2[CH:61]=[C:60]3[C:65]([CH:66]=[CH:67][N:58]([CH2:57][C:54]4[CH:53]=[CH:52][C:51]([C:50]([OH:80])=[O:49])=[CH:56][CH:55]=4)[C:59]3=[O:79])=[CH:64][CH:63]=2)=[O:78])=[CH:76][CH:75]=1. Given the reactants C(OC(C1C=CC(CN2C=CC3C(=CC(C(O)=O)=CC=3)C2=O)=CC=1)=O)(C)(C)C.FC1C=CC(CN)=CC=1.C(O)(C(F)(F)F)=O.C([O:49][C:50](=[O:80])[C:51]1[CH:56]=[CH:55][C:54]([CH2:57][N:58]2[CH:67]=[CH:66][C:65]3[C:60](=[CH:61][C:62]([C:68](=[O:78])[NH:69][CH2:70][C:71]4[CH:76]=[CH:75][C:74]([F:77])=[CH:73][CH:72]=4)=[CH:63][CH:64]=3)[C:59]2=[O:79])=[CH:53][CH:52]=1)(C)(C)C, predict the reaction product.